Dataset: Reaction yield outcomes from USPTO patents with 853,638 reactions. Task: Predict the reaction yield, written as a fraction of the theoretical maximum amount of product (1.0 means a 100% yield; for example, 0.34 means a 34% yield). (1) The reactants are C[O:2][C:3]([C:5]1[C:10]([NH:11][C:12]2[CH:17]=[CH:16][C:15]([Br:18])=[CH:14][C:13]=2[F:19])=[C:9]([F:20])[C:8](=[O:21])[NH:7][CH:6]=1)=[O:4].C1COCC1.[Li+].[OH-].Cl. The catalyst is CO. The product is [Br:18][C:15]1[CH:16]=[CH:17][C:12]([NH:11][C:10]2[C:5]([C:3]([OH:4])=[O:2])=[CH:6][NH:7][C:8](=[O:21])[C:9]=2[F:20])=[C:13]([F:19])[CH:14]=1. The yield is 0.990. (2) The reactants are [H-].[Na+].[CH2:3]([OH:10])[C:4]1[CH:9]=[CH:8][CH:7]=[CH:6][CH:5]=1.Br[CH2:12][CH2:13][C:14]([O:16]CC)=[O:15].O. The catalyst is C1(C)C=CC=CC=1.C(OCC)(=O)C.CO.[OH-].[Na+]. The product is [CH2:3]([O:10][CH2:12][CH2:13][C:14]([OH:16])=[O:15])[C:4]1[CH:9]=[CH:8][CH:7]=[CH:6][CH:5]=1. The yield is 0.340. (3) The reactants are Cl[CH2:2][CH2:3][CH2:4][N:5]1[CH2:10][C:9](=[N:11][OH:12])[C:8]2[N:13]([CH3:16])[CH:14]=[CH:15][C:7]=2[S:6]1(=[O:18])=[O:17].[F:19][C:20]1[CH:25]=[CH:24][C:23]([N:26]2[CH2:31][CH2:30][NH:29][CH2:28][CH2:27]2)=[CH:22][CH:21]=1.C(=O)([O-])O.[Na+].[I-].[Na+]. The catalyst is C(#N)C. The product is [F:19][C:20]1[CH:21]=[CH:22][C:23]([N:26]2[CH2:31][CH2:30][N:29]([CH2:2][CH2:3][CH2:4][N:5]3[CH2:10][C:9](=[N:11][OH:12])[C:8]4[N:13]([CH3:16])[CH:14]=[CH:15][C:7]=4[S:6]3(=[O:18])=[O:17])[CH2:28][CH2:27]2)=[CH:24][CH:25]=1. The yield is 0.870. (4) The reactants are [N+:1]([C:4]1[CH:12]=[C:11]2[C:7]([C:8]([CH:21]=O)=[N:9][N:10]2[CH2:13][O:14][CH2:15][CH2:16][Si:17]([CH3:20])([CH3:19])[CH3:18])=[CH:6][CH:5]=1)([O-:3])=[O:2].Cl.[NH2:24]O.C(P1(=O)OP(=O)(CCC)OP(=O)(CCC)O1)CC.C([O-])(O)=O.[Na+]. The catalyst is CN(C=O)C.CCOC(C)=O. The product is [N+:1]([C:4]1[CH:12]=[C:11]2[C:7]([C:8]([C:21]#[N:24])=[N:9][N:10]2[CH2:13][O:14][CH2:15][CH2:16][Si:17]([CH3:20])([CH3:19])[CH3:18])=[CH:6][CH:5]=1)([O-:3])=[O:2]. The yield is 0.670. (5) The reactants are [CH3:1][O:2][C:3](=[O:20])[C:4]1[CH:9]=[CH:8][C:7]([CH3:10])=[C:6]([N:11]2[C:16](=[O:17])[CH:15]=[C:14]([OH:18])[N:13]=[C:12]2[CH3:19])[CH:5]=1.[CH3:21][O:22][C:23]1[CH:30]=[CH:29][C:26]([CH2:27]Cl)=[CH:25][CH:24]=1.C(=O)([O-])[O-].[K+].[K+].C1OCCOCCOCCOCCOCCOC1. The catalyst is CN(C)C=O.C(OCC)(=O)C.CCCCCCC. The product is [CH3:1][O:2][C:3](=[O:20])[C:4]1[CH:9]=[CH:8][C:7]([CH3:10])=[C:6]([N:11]2[C:16](=[O:17])[CH:15]=[C:14]([O:18][CH2:27][C:26]3[CH:29]=[CH:30][C:23]([O:22][CH3:21])=[CH:24][CH:25]=3)[N:13]=[C:12]2[CH3:19])[CH:5]=1. The yield is 0.220. (6) The reactants are [CH3:1][O:2][C:3]1[CH:4]=[C:5]2[C:10](=[CH:11][C:12]=1[O:13][CH2:14][CH:15]1[CH2:17][O:16]1)[N:9]=[CH:8][CH:7]=[C:6]2[O:18][C:19]1[CH:24]=[CH:23][C:22]([CH3:25])=[CH:21][C:20]=1[C:26]([C:28]1[CH:33]=[CH:32][CH:31]=[CH:30][CH:29]=1)=[O:27].[NH:34]1[CH:38]=[CH:37][N:36]=[CH:35]1.O.CN(C)[CH:42]=[O:43]. No catalyst specified. The product is [OH:16][CH:15]([CH2:17][C:42]([N:34]1[CH:38]=[CH:37][N:36]=[CH:35]1)=[O:43])[CH2:14][O:13][C:12]1[CH:11]=[C:10]2[C:5]([C:6]([O:18][C:19]3[CH:24]=[CH:23][C:22]([CH3:25])=[CH:21][C:20]=3[C:26]([C:28]3[CH:29]=[CH:30][CH:31]=[CH:32][CH:33]=3)=[O:27])=[CH:7][CH:8]=[N:9]2)=[CH:4][C:3]=1[O:2][CH3:1]. The yield is 0.800. (7) The yield is 0.880. The product is [CH3:1][N:2]1[CH:6]=[C:5]([N+:7]([O-:9])=[O:8])[CH:4]=[C:3]1[C:10]([OH:12])=[O:11]. The catalyst is C1COCC1.O.O. The reactants are [CH3:1][N:2]1[CH:6]=[C:5]([N+:7]([O-:9])=[O:8])[CH:4]=[C:3]1[C:10]([O:12]C)=[O:11].[OH-].[Na+]. (8) The reactants are [CH:1](=O)[C:2]1[CH:7]=[CH:6][CH:5]=[CH:4][CH:3]=1.[OH-].[K+].[CH:11](=[O:15])[CH2:12][CH2:13][CH3:14].Cl. The catalyst is CCO. The product is [CH:1](=[C:12]([CH2:13][CH3:14])[CH:11]=[O:15])[C:2]1[CH:7]=[CH:6][CH:5]=[CH:4][CH:3]=1. The yield is 0.700. (9) The reactants are [NH:1]([C:8]([O:10][CH2:11][C:12]1[CH:17]=[CH:16][CH:15]=[CH:14][CH:13]=1)=[O:9])[C@H:2]([C:5]([OH:7])=O)[CH2:3][OH:4].[C:18]1([Mg]Br)[CH:23]=[CH:22][CH:21]=[CH:20][CH:19]=1.Cl.CCCCCC. The catalyst is C1COCC1.C(OCC)(=O)C. The product is [OH:4][CH2:3][C@H:2]([NH:1][C:8](=[O:9])[O:10][CH2:11][C:12]1[CH:17]=[CH:16][CH:15]=[CH:14][CH:13]=1)[C:5](=[O:7])[C:18]1[CH:23]=[CH:22][CH:21]=[CH:20][CH:19]=1. The yield is 0.200. (10) The product is [C:26]([OH:33])(=[O:32])/[CH:27]=[CH:28]\[C:29]([OH:31])=[O:30].[CH3:1][N:2]([CH2:9][CH2:10][O:11][C:12]1[CH:25]=[CH:24][C:15]([CH2:16][CH:17]2[S:21][C:20](=[O:22])[NH:19][C:18]2=[O:23])=[CH:14][CH:13]=1)[C:3]1[CH:8]=[CH:7][CH:6]=[CH:5][N:4]=1. The reactants are [CH3:1][N:2]([CH2:9][CH2:10][O:11][C:12]1[CH:25]=[CH:24][C:15]([CH2:16][CH:17]2[S:21][C:20](=[O:22])[NH:19][C:18]2=[O:23])=[CH:14][CH:13]=1)[C:3]1[CH:8]=[CH:7][CH:6]=[CH:5][N:4]=1.[C:26]([OH:33])(=[O:32])/[CH:27]=[CH:28]\[C:29]([OH:31])=[O:30]. The yield is 0.950. The catalyst is CC(C)=O.